Dataset: Full USPTO retrosynthesis dataset with 1.9M reactions from patents (1976-2016). Task: Predict the reactants needed to synthesize the given product. (1) Given the product [NH2:51][C@@H:43]([CH2:44][C:45]1[CH:50]=[CH:49][CH:48]=[CH:47][CH:46]=1)[CH2:42][NH:38][C:36]1[S:37][C:33]([C:20]2[CH:21]=[C:22]3[C:17](=[CH:18][CH:19]=2)[NH:16][N:15]=[C:14]3[CH3:13])=[CH:34][N:35]=1, predict the reactants needed to synthesize it. The reactants are: O1CCOCC1.C(=O)([O-])[O-].[Na+].[Na+].[CH3:13][C:14]1[C:22]2[C:17](=[CH:18][CH:19]=[C:20](B3OC(C)(C)C(C)(C)O3)[CH:21]=2)[NH:16][N:15]=1.Br[C:33]1[S:37][C:36]([N:38]([CH2:42][C@@H:43]([N:51]2C(=O)C3C(=CC=CC=3)C2=O)[CH2:44][C:45]2[CH:50]=[CH:49][CH:48]=[CH:47][CH:46]=2)C(=O)C)=[N:35][CH:34]=1. (2) Given the product [CH2:14]([N:11]([CH2:12][CH3:13])[CH2:10][CH2:9][NH:8][C:6](=[O:7])[C:5]1[CH:16]=[CH:17][C:2]([N:1]([S:28]([CH3:27])(=[O:30])=[O:29])[S:28]([CH3:27])(=[O:30])=[O:29])=[CH:3][C:4]=1[O:18][CH3:19])[CH3:15], predict the reactants needed to synthesize it. The reactants are: [NH2:1][C:2]1[CH:17]=[CH:16][C:5]([C:6]([NH:8][CH2:9][CH2:10][N:11]([CH2:14][CH3:15])[CH2:12][CH3:13])=[O:7])=[C:4]([O:18][CH3:19])[CH:3]=1.C(N(CC)CC)C.[CH3:27][S:28](Cl)(=[O:30])=[O:29].C(=O)(O)[O-].[Na+]. (3) Given the product [C:1]1([C:13]([C@H:15]2[C@@H:19]([C:20]3[C:28]4[C:23](=[CH:24][CH:25]=[CH:26][CH:27]=4)[NH:22][CH:21]=3)[C:18](=[O:29])[NH:17][C:16]2=[O:30])=[O:14])[C:11]2=[C:12]3[C:7](=[CH:8][CH:9]=[CH:10]2)[CH2:6][CH2:5][CH2:4][N:3]3[CH:2]=1, predict the reactants needed to synthesize it. The reactants are: [C:1]1([C:13]([C:15]2[C:16](=[O:30])[NH:17][C:18](=[O:29])[C:19]=2[C:20]2[C:28]3[C:23](=[CH:24][CH:25]=[CH:26][CH:27]=3)[NH:22][CH:21]=2)=[O:14])[C:11]2=[C:12]3[C:7](=[CH:8][CH:9]=[CH:10]2)[CH2:6][CH2:5][CH2:4][N:3]3[CH:2]=1.[H][H]. (4) Given the product [C:7]([O:9][CH:10]([CH3:11])[CH2:14][O:19][CH3:20])(=[O:6])[CH3:8].[C:1]([O:6][CH:7]([O:9][CH2:10][CH2:11][CH2:12][CH3:13])[CH3:8])(=[O:5])[C:2]([CH3:4])=[CH2:3].[C:14]([O:19][CH2:20][C:21]1[CH:22]=[CH:23][CH:24]=[CH:25][CH:26]=1)(=[O:18])[C:15]([CH3:17])=[CH2:16].[C:27]([OH:32])(=[O:31])[C:28]([CH3:30])=[CH2:29], predict the reactants needed to synthesize it. The reactants are: [C:1]([O:6][CH:7]([O:9][CH2:10][CH2:11][CH2:12][CH3:13])[CH3:8])(=[O:5])[C:2]([CH3:4])=[CH2:3].[C:14]([O:19][CH2:20][C:21]1[CH:26]=[CH:25][CH:24]=[CH:23][CH:22]=1)(=[O:18])[C:15]([CH3:17])=[CH2:16].[C:27]([OH:32])(=[O:31])[C:28]([CH3:30])=[CH2:29].N(C(C)(CC)C([O-])=O)=NC(C)(CC)C([O-])=O. (5) Given the product [C:1]([NH:8][N:9]1[C:15](=[O:16])[CH:14]([CH2:26][C:27](=[O:32])[C:28]([CH3:31])([CH3:30])[CH3:29])[C:13]2[CH:17]=[CH:18][CH:19]=[CH:20][C:12]=2[C:11]2[CH:21]=[CH:22][CH:23]=[CH:24][C:10]1=2)([O:3][C:4]([CH3:7])([CH3:6])[CH3:5])=[O:2], predict the reactants needed to synthesize it. The reactants are: [C:1]([NH:8][N:9]1[C:15](=[O:16])[CH2:14][C:13]2[CH:17]=[CH:18][CH:19]=[CH:20][C:12]=2[C:11]2[CH:21]=[CH:22][CH:23]=[CH:24][C:10]1=2)([O:3][C:4]([CH3:7])([CH3:6])[CH3:5])=[O:2].Cl[CH2:26][C:27](=[O:32])[C:28]([CH3:31])([CH3:30])[CH3:29].